From a dataset of Peptide-MHC class I binding affinity with 185,985 pairs from IEDB/IMGT. Regression. Given a peptide amino acid sequence and an MHC pseudo amino acid sequence, predict their binding affinity value. This is MHC class I binding data. (1) The peptide sequence is KVYGRYSAV. The MHC is HLA-A68:02 with pseudo-sequence HLA-A68:02. The binding affinity (normalized) is 0.584. (2) The binding affinity (normalized) is 0.0847. The peptide sequence is STDTRHIPQ. The MHC is HLA-A26:01 with pseudo-sequence HLA-A26:01.